Regression/Classification. Given a drug SMILES string, predict its absorption, distribution, metabolism, or excretion properties. Task type varies by dataset: regression for continuous measurements (e.g., permeability, clearance, half-life) or binary classification for categorical outcomes (e.g., BBB penetration, CYP inhibition). Dataset: pampa_ncats. From a dataset of PAMPA (Parallel Artificial Membrane Permeability Assay) permeability data from NCATS. (1) The result is 1 (high permeability). The drug is CCN(C1=CC=CC=C1)S(=O)(=O)C2=C(N=C3N(C2=O)C(=CS3)C)C. (2) The drug is CC1=CC=C(C=C1)S(=O)(=O)NC2=NC=CC(=C2)C(=O)NC3=NC(=CS3)C4=CC=CC=C4. The result is 1 (high permeability). (3) The molecule is CCOC1=CC=CC(=C1)C(=O)NC2=NC3=C(S2)CC(CC3)C(C)(C)C. The result is 0 (low-to-moderate permeability). (4) The drug is CS(=O)(=O)NC1=CC=CC(=C1)C2=NC=CC(=N2)N3C=CN=C3. The result is 1 (high permeability). (5) The molecule is C1=CC=C2C(=C1)C(=NC(=N2)C3=CC=NC=C3)NC4=CC(=C(C=C4)C5=CC6=C(C=C5)NN=C6)F. The result is 1 (high permeability).